Dataset: Catalyst prediction with 721,799 reactions and 888 catalyst types from USPTO. Task: Predict which catalyst facilitates the given reaction. (1) Reactant: [NH2:1][C:2]1[CH:6]=[C:5]([C:7]2[CH:12]=[CH:11][C:10]([F:13])=[CH:9][CH:8]=2)[S:4][C:3]=1[C:14]([OH:16])=[O:15].[Cl:17][C:18]1[CH:28]=[C:27]([F:29])[C:26]([F:30])=[CH:25][C:19]=1[C:20]([N:22]=[C:23]=[O:24])=[O:21]. Product: [Cl:17][C:18]1[CH:28]=[C:27]([F:29])[C:26]([F:30])=[CH:25][C:19]=1[C:20]([NH:22][C:23](=[O:24])[NH:1][C:2]1[CH:6]=[C:5]([C:7]2[CH:8]=[CH:9][C:10]([F:13])=[CH:11][CH:12]=2)[S:4][C:3]=1[C:14]([OH:16])=[O:15])=[O:21]. The catalyst class is: 10. (2) Reactant: [CH2:1]([O:8][C:9]1[C:14]([N+:15]([O-:17])=[O:16])=[C:13](Cl)[CH:12]=[CH:11][N:10]=1)[C:2]1[CH:7]=[CH:6][CH:5]=[CH:4][CH:3]=1.[Cl:19][C:20]1[CH:25]=[C:24]([O:26][CH:27]([F:29])[F:28])[CH:23]=[CH:22][C:21]=1B(O)O. Product: [CH2:1]([O:8][C:9]1[C:14]([N+:15]([O-:17])=[O:16])=[C:13]([C:21]2[CH:22]=[CH:23][C:24]([O:26][CH:27]([F:28])[F:29])=[CH:25][C:20]=2[Cl:19])[CH:12]=[CH:11][N:10]=1)[C:2]1[CH:7]=[CH:6][CH:5]=[CH:4][CH:3]=1. The catalyst class is: 600. (3) Reactant: [Cl:1][C:2]1[CH:3]=[C:4]([O:8][CH:9]([CH2:19][CH3:20])[C:10]([NH:12][C:13]([CH3:18])([C:15]#[C:16][CH3:17])[CH3:14])=[O:11])[CH:5]=[N:6][CH:7]=1.[H-].[Na+].[CH3:23]I. Product: [Cl:1][C:2]1[CH:3]=[C:4]([O:8][CH:9]([CH2:19][CH3:20])[C:10]([N:12]([CH3:23])[C:13]([CH3:14])([C:15]#[C:16][CH3:17])[CH3:18])=[O:11])[CH:5]=[N:6][CH:7]=1. The catalyst class is: 30. (4) Reactant: [CH3:1][CH:2]1[CH2:7][NH:6][CH2:5][CH2:4][N:3]1[C:8]([O:10][C:11]([CH3:14])([CH3:13])[CH3:12])=[O:9].[H-].[Na+].Cl[C:18]1[O:19][C:20]2[C:21](=[C:23]([C:27]([O:29][CH3:30])=[O:28])[CH:24]=[CH:25][CH:26]=2)[N:22]=1. Product: [C:11]([O:10][C:8]([N:3]1[CH2:4][CH2:5][N:6]([C:18]2[O:19][C:20]3[C:21](=[C:23]([C:27]([O:29][CH3:30])=[O:28])[CH:24]=[CH:25][CH:26]=3)[N:22]=2)[CH2:7][CH:2]1[CH3:1])=[O:9])([CH3:13])([CH3:12])[CH3:14]. The catalyst class is: 1. (5) Product: [F:7][C:8]1[CH:23]=[CH:22][C:11]([CH2:12][C:13]2[CH:14]=[C:15]([C:1](=[O:5])[C:2]([NH:24][C:25]3[S:29][N:28]=[C:27]([CH3:30])[CH:26]=3)=[O:3])[N:16]3[C:21]=2[CH:20]=[CH:19][CH:18]=[CH:17]3)=[CH:10][CH:9]=1. Reactant: [C:1](Cl)(=[O:5])[C:2](Cl)=[O:3].[F:7][C:8]1[CH:23]=[CH:22][C:11]([CH2:12][C:13]2[CH:14]=[CH:15][N:16]3[C:21]=2[CH:20]=[CH:19][CH:18]=[CH:17]3)=[CH:10][CH:9]=1.[NH2:24][C:25]1[S:29][N:28]=[C:27]([CH3:30])[CH:26]=1.O. The catalyst class is: 56. (6) Reactant: CCO.[CH3:4][CH:5]([CH2:7][N:8]([S:32]([C:35]1[CH:36]=[CH:37][C:38]([NH2:41])=[CH:39][CH:40]=1)(=[O:34])=[O:33])[CH2:9][C@@H:10]([OH:31])[C@@H:11]([NH:19][C:20]([O:22][C@@H:23]1[C@@H:27]2[CH2:28][CH2:29][O:30][C@@H:26]2[O:25][CH2:24]1)=[O:21])[CH2:12][C:13]1[CH:14]=[CH:15][CH:16]=[CH:17][CH:18]=1)[CH3:6]. Product: [CH3:6][CH:5]([CH2:7][N:8]([S:32]([C:35]1[CH:40]=[CH:39][C:38]([NH2:41])=[CH:37][CH:36]=1)(=[O:34])=[O:33])[CH2:9][C@@H:10]([OH:31])[C@@H:11]([NH:19][C:20]([O:22][C@@H:23]1[C@@H:27]2[CH2:28][CH2:29][O:30][C@@H:26]2[O:25][CH2:24]1)=[O:21])[CH2:12][C:13]1[CH:18]=[CH:17][CH:16]=[CH:15][CH:14]=1)[CH3:4]. The catalyst class is: 6. (7) Reactant: [CH3:1][N:2]1[CH:6]=[C:5]([C:7]2[C:12]3[C:13](=[O:16])[NH:14][CH2:15][C:11]=3[CH:10]=[C:9]([NH:17][C@@H:18]3[CH2:23][CH2:22][CH2:21][CH2:20][C@@H:19]3[NH:24][C:25](=[O:31])[O:26][C:27]([CH3:30])([CH3:29])[CH3:28])[N:8]=2)[CH:4]=[N:3]1.[Br:32]N1C(=O)CCC1=O. Product: [Br:32][C:10]1[C:11]2[CH2:15][NH:14][C:13](=[O:16])[C:12]=2[C:7]([C:5]2[CH:4]=[N:3][N:2]([CH3:1])[CH:6]=2)=[N:8][C:9]=1[NH:17][C@@H:18]1[CH2:23][CH2:22][CH2:21][CH2:20][C@@H:19]1[NH:24][C:25](=[O:31])[O:26][C:27]([CH3:28])([CH3:30])[CH3:29]. The catalyst class is: 2. (8) The catalyst class is: 559. Product: [CH2:16]([NH:15][CH2:14][CH2:13][C:10]1[CH:11]=[CH:12][C:7]([CH2:6][N:1]2[CH2:5][CH2:4][CH2:3][CH2:2]2)=[CH:8][CH:9]=1)[CH:17]([CH3:19])[CH3:18]. Reactant: [N:1]1([CH2:6][C:7]2[CH:12]=[CH:11][C:10]([CH2:13][CH2:14][NH2:15])=[CH:9][CH:8]=2)[CH2:5][CH2:4][CH2:3][CH2:2]1.[CH:16](=O)[CH:17]([CH3:19])[CH3:18].[BH-](OC(C)=O)(OC(C)=O)OC(C)=O.[Na+].C([O-])(O)=O.[Na+].